Dataset: Forward reaction prediction with 1.9M reactions from USPTO patents (1976-2016). Task: Predict the product of the given reaction. (1) Given the reactants N(C(OCC)=O)=NC(OCC)=O.[Br:13][C:14]1[CH:33]=[CH:32][C:17]([NH:18][C:19]2[C:28]3[C:23](=[CH:24][C:25]([OH:31])=[C:26]([O:29][CH3:30])[CH:27]=3)[N:22]=[CH:21][N:20]=2)=[C:16]([F:34])[CH:15]=1.C1(P(C2C=CC=CC=2)C2C=CC=CC=2)C=CC=CC=1.[O:54]1[CH2:59][CH2:58][N:57]([CH2:60][CH2:61][O:62][CH2:63][CH2:64]O)[CH2:56][CH2:55]1.C(Cl)[Cl:67], predict the reaction product. The product is: [ClH:67].[Br:13][C:14]1[CH:33]=[CH:32][C:17]([NH:18][C:19]2[C:28]3[C:23](=[CH:24][C:25]([O:31][CH2:64][CH2:63][O:62][CH2:61][CH2:60][N:57]4[CH2:58][CH2:59][O:54][CH2:55][CH2:56]4)=[C:26]([O:29][CH3:30])[CH:27]=3)[N:22]=[CH:21][N:20]=2)=[C:16]([F:34])[CH:15]=1. (2) The product is: [CH2:1]([NH:4][C:5](=[O:44])[NH:6][C:7]1[N:12]=[CH:11][C:10]([C:13]2[C:14]([O:28][CH:29]3[CH2:34][CH2:33][O:32][CH2:31][CH2:30]3)=[N:15][CH:16]=[C:17]([C:19]([OH:21])=[O:20])[CH:18]=2)=[C:9]([C:35]2[S:36][CH:37]=[C:38]([C:40]([F:42])([F:43])[F:41])[N:39]=2)[CH:8]=1)[CH2:2][CH3:3]. Given the reactants [CH2:1]([NH:4][C:5](=[O:44])[NH:6][C:7]1[N:12]=[CH:11][C:10]([C:13]2[C:14]([O:28][CH:29]3[CH2:34][CH2:33][O:32][CH2:31][CH2:30]3)=[N:15][CH:16]=[C:17]([C:19]([O:21]C3CCOCC3)=[O:20])[CH:18]=2)=[C:9]([C:35]2[S:36][CH:37]=[C:38]([C:40]([F:43])([F:42])[F:41])[N:39]=2)[CH:8]=1)[CH2:2][CH3:3].[OH-].[Li+], predict the reaction product.